Dataset: Reaction yield outcomes from USPTO patents with 853,638 reactions. Task: Predict the reaction yield, written as a fraction of the theoretical maximum amount of product (1.0 means a 100% yield; for example, 0.34 means a 34% yield). (1) The reactants are [NH2:1][C:2]1[CH:27]=[CH:26][C:5]([O:6][C:7]2[CH:12]=[CH:11][N:10]=[C:9]([NH:13][C:14]([N:16]3[CH2:21][CH2:20][CH:19]([CH2:22][N:23]([CH3:25])[CH3:24])[CH2:18][CH2:17]3)=[O:15])[CH:8]=2)=[C:4]([F:28])[CH:3]=1.[F:29][C:30]1[CH:35]=[CH:34][C:33]([NH:36][C:37]([C:39]2([C:42](O)=[O:43])[CH2:41][CH2:40]2)=[O:38])=[CH:32][CH:31]=1.C(N(CC)CC)C.F[P-](F)(F)(F)(F)F.N1(O[P+](N(C)C)(N(C)C)N(C)C)C2C=CC=CC=2N=N1. The catalyst is CN(C)C=O. The product is [CH3:24][N:23]([CH2:22][CH:19]1[CH2:18][CH2:17][N:16]([C:14]([NH:13][C:9]2[CH:8]=[C:7]([O:6][C:5]3[CH:26]=[CH:27][C:2]([NH:1][C:42]([C:39]4([C:37]([NH:36][C:33]5[CH:34]=[CH:35][C:30]([F:29])=[CH:31][CH:32]=5)=[O:38])[CH2:41][CH2:40]4)=[O:43])=[CH:3][C:4]=3[F:28])[CH:12]=[CH:11][N:10]=2)=[O:15])[CH2:21][CH2:20]1)[CH3:25]. The yield is 0.300. (2) The product is [OH:35][C@@H:30]([C@@H:31]([OH:34])[CH2:32][OH:33])[CH2:29][N:21]([CH2:22][C@@H:23]([OH:28])[C@@H:24]([OH:27])[CH2:25][OH:26])[CH2:20][CH2:19][O:18][C:15]1[CH:14]=[CH:13][C:12]([CH2:11][CH2:10][CH2:9][CH2:8][NH2:7])=[CH:17][CH:16]=1. The reactants are C(OC(=O)[NH:7][CH2:8][CH2:9][CH2:10][CH2:11][C:12]1[CH:17]=[CH:16][C:15]([O:18][CH2:19][CH2:20][N:21]([CH2:29][C@@H:30]([OH:35])[C@@H:31]([OH:34])[CH2:32][OH:33])[CH2:22][C@@H:23]([OH:28])[C@@H:24]([OH:27])[CH2:25][OH:26])=[CH:14][CH:13]=1)(C)(C)C.Cl. The yield is 0.980. The catalyst is C(O)C. (3) The reactants are [I:1]I.[Cl:3][C:4]1[CH:12]=[CH:11][CH:10]=[C:9]2[C:5]=1[CH:6]=[N:7][NH:8]2.[OH-].[K+]. The catalyst is CN(C)C=O. The product is [Cl:3][C:4]1[CH:12]=[CH:11][CH:10]=[C:9]2[C:5]=1[C:6]([I:1])=[N:7][NH:8]2. The yield is 0.430. (4) The reactants are [CH3:1][O:2][C:3]1[CH:4]=[C:5]2[C:10](=[CH:11][C:12]=1[O:13][CH2:14][CH2:15][O:16][CH3:17])[N:9]=[CH:8][N:7]=[C:6]2[O:18][C:19]1[CH:20]=[C:21]([CH:23]=[CH:24][CH:25]=1)[NH2:22].[F:26][C:27]([C:30]1[CH:34]=[C:33]([NH:35][C:36](=O)[O:37]C2C=CC=CC=2)[O:32][N:31]=1)([CH3:29])[CH3:28].COC1C=C2C(=CC=1OC)N=CN=C2OC1C=C(NC(NC2ON=C(C(C)C)C=2)=O)C=CC=1. No catalyst specified. The product is [F:26][C:27]([C:30]1[CH:34]=[C:33]([NH:35][C:36]([NH:22][C:21]2[CH:23]=[CH:24][CH:25]=[C:19]([O:18][C:6]3[C:5]4[C:10](=[CH:11][C:12]([O:13][CH2:14][CH2:15][O:16][CH3:17])=[C:3]([O:2][CH3:1])[CH:4]=4)[N:9]=[CH:8][N:7]=3)[CH:20]=2)=[O:37])[O:32][N:31]=1)([CH3:28])[CH3:29]. The yield is 0.430. (5) The reactants are [CH3:1][O:2][C:3]1[CH:11]=[C:10]([O:12][CH3:13])[CH:9]=[C:8]([NH:14][CH3:15])[C:4]=1[C:5]([NH2:7])=[O:6].Cl[C:17]([C:19]1[CH:24]=[C:23]([CH3:25])[C:22]([O:26][C:27](=[O:29])[CH3:28])=[C:21]([CH3:30])[CH:20]=1)=O. The catalyst is N1C=CC=CC=1. The product is [CH3:1][O:2][C:3]1[CH:11]=[C:10]([O:12][CH3:13])[CH:9]=[C:8]2[C:4]=1[C:5](=[O:6])[N:7]=[C:17]([C:19]1[CH:24]=[C:23]([CH3:25])[C:22]([O:26][C:27](=[O:29])[CH3:28])=[C:21]([CH3:30])[CH:20]=1)[N:14]2[CH3:15]. The yield is 0.670.